Task: Regression. Given a peptide amino acid sequence and an MHC pseudo amino acid sequence, predict their binding affinity value. This is MHC class II binding data.. Dataset: Peptide-MHC class II binding affinity with 134,281 pairs from IEDB (1) The peptide sequence is NSRFSSWETVCDSLD. The MHC is DRB1_1501 with pseudo-sequence DRB1_1501. The binding affinity (normalized) is 0.175. (2) The peptide sequence is EKKYFAATQKEPLAA. The MHC is HLA-DPA10301-DPB10402 with pseudo-sequence HLA-DPA10301-DPB10402. The binding affinity (normalized) is 0.514. (3) The peptide sequence is ANLCVERVLDCRTAF. The MHC is DRB3_0101 with pseudo-sequence DRB3_0101. The binding affinity (normalized) is 0.173. (4) The peptide sequence is AAYSDQATLLLTSPR. The MHC is DRB1_0101 with pseudo-sequence DRB1_0101. The binding affinity (normalized) is 0.318. (5) The peptide sequence is RIFGRRSIPVNEALA. The MHC is HLA-DQA10501-DQB10402 with pseudo-sequence HLA-DQA10501-DQB10402. The binding affinity (normalized) is 0.728. (6) The peptide sequence is SDYVYQPFPKTVWEQ. The binding affinity (normalized) is 0.444. The MHC is HLA-DPA10103-DPB10401 with pseudo-sequence HLA-DPA10103-DPB10401. (7) The peptide sequence is YDKFLANMSTVLTGK. The MHC is DRB3_0202 with pseudo-sequence DRB3_0202. The binding affinity (normalized) is 0.891. (8) The peptide sequence is KHIVWASRELERFAV. The MHC is DRB1_1602 with pseudo-sequence DRB1_1602. The binding affinity (normalized) is 0.376.